From a dataset of Reaction yield outcomes from USPTO patents with 853,638 reactions. Predict the reaction yield, written as a fraction of the theoretical maximum amount of product (1.0 means a 100% yield; for example, 0.34 means a 34% yield). (1) The reactants are [S:1]1[CH2:6][CH2:5][NH:4][C:3]2[CH:7]=[CH:8][CH:9]=[CH:10][C:2]1=2.[Br:11][CH2:12][CH2:13][CH2:14]Br.C([O-])([O-])=O.[Na+].[Na+]. The catalyst is CN(C=O)C.C(OCC)(=O)C. The product is [S:1]1[CH2:6][CH2:5][N:4]([CH2:14][CH2:13][CH2:12][Br:11])[C:3]2[CH:7]=[CH:8][CH:9]=[CH:10][C:2]1=2. The yield is 0.590. (2) The reactants are Cl.[NH2:2][CH2:3][C:4]1[CH:12]=[CH:11][CH:10]=[C:9]2[C:5]=1[CH2:6][N:7]([CH:14]1[CH2:19][CH2:18][C:17](=[O:20])[NH:16][C:15]1=[O:21])[C:8]2=[O:13].[Cl:22][C:23]1[CH:24]=[C:25]([N:30]=[C:31]=[O:32])[CH:26]=[CH:27][C:28]=1[CH3:29].C(N(C(C)C)CC)(C)C. The catalyst is N1C=CC=CC=1. The product is [Cl:22][C:23]1[CH:24]=[C:25]([NH:30][C:31]([NH:2][CH2:3][C:4]2[CH:12]=[CH:11][CH:10]=[C:9]3[C:5]=2[CH2:6][N:7]([CH:14]2[CH2:19][CH2:18][C:17](=[O:20])[NH:16][C:15]2=[O:21])[C:8]3=[O:13])=[O:32])[CH:26]=[CH:27][C:28]=1[CH3:29]. The yield is 0.500. (3) The reactants are [C:1]([NH:9][C:10]1[CH:15]=[CH:14][C:13]([C:16]2[CH:24]=[C:23]3[C:19]([CH2:20][N:21]([C@@H:26]([CH:31]([CH3:33])C)[C:27]([O:29]C)=[O:28])[C:22]3=[O:25])=[CH:18][CH:17]=2)=[CH:12][CH:11]=1)(=[O:8])[C:2]1[CH:7]=[CH:6][CH:5]=[CH:4][CH:3]=1.NC1C=CC(C2C=C3C(CN(C4(C(OC)=O)CC4)C3=O)=CC=2)=CC=1.FC(F)(F)C1C=CC(C([Cl:66])=O)=CC=1. No catalyst specified. The product is [Cl:66][C:5]1[CH:4]=[CH:3][C:2]([C:1]([NH:9][C:10]2[CH:11]=[CH:12][C:13]([C:16]3[CH:24]=[C:23]4[C:19]([CH2:20][N:21]([C:26]5([C:27]([OH:29])=[O:28])[CH2:33][CH2:31]5)[C:22]4=[O:25])=[CH:18][CH:17]=3)=[CH:14][CH:15]=2)=[O:8])=[CH:7][CH:6]=1. The yield is 0.930. (4) The reactants are C([N:8]1[CH2:23][CH2:22][C:11]2([NH:20][C:19](=[O:21])[C:18]3[C:13](=[CH:14][CH:15]=[CH:16][CH:17]=3)[NH:12]2)[CH2:10][CH2:9]1)C1C=CC=CC=1. The catalyst is CO.[C].[Pd]. The product is [NH:12]1[C:13]2[C:18](=[CH:17][CH:16]=[CH:15][CH:14]=2)[C:19](=[O:21])[NH:20][C:11]21[CH2:22][CH2:23][NH:8][CH2:9][CH2:10]2. The yield is 0.410. (5) The reactants are [CH3:1][C:2]1[O:6][N:5]=[C:4]([C:7]2[N:12]=[C:11]([NH:13]C(=O)C(C)(C)C)[CH:10]=[CH:9][CH:8]=2)[CH:3]=1. The catalyst is [OH-].[K+]. The product is [CH3:1][C:2]1[O:6][N:5]=[C:4]([C:7]2[N:12]=[C:11]([NH2:13])[CH:10]=[CH:9][CH:8]=2)[CH:3]=1. The yield is 0.470. (6) The yield is 0.810. The product is [C:17]([C:13]1[CH:12]=[C:11]([C:9]2[N:1]=[C:2]3[N:6]([CH:8]=2)[CH:5]=[CH:4][S:3]3)[CH:16]=[CH:15][CH:14]=1)#[N:18]. The catalyst is C(O)C. The reactants are [NH2:1][C:2]1[S:3][CH:4]=[CH:5][N:6]=1.Br[CH2:8][C:9]([C:11]1[CH:16]=[CH:15][CH:14]=[C:13]([C:17]#[N:18])[CH:12]=1)=O.[OH-].[NH4+]. (7) The reactants are C[Li].[CH2:3](OCC)C.C(OCC)C.[NH2:13][C:14]1[C:15]([C:20](=[O:22])[CH3:21])=[N:16][CH:17]=[CH:18][CH:19]=1. The catalyst is O. The product is [NH2:13][C:14]1[C:15]([C:20]([OH:22])([CH3:3])[CH3:21])=[N:16][CH:17]=[CH:18][CH:19]=1. The yield is 0.990. (8) The reactants are [H-].[Na+].[Br-].[CH2:4]([O:6][C:7]([CH2:9][P+](C1C=CC=CC=1)(C1C=CC=CC=1)C1C=CC=CC=1)=[O:8])[CH3:5].[F:29][C:30]1[CH:37]=[CH:36][CH:35]=[CH:34][C:31]=1[CH:32]=O.[CH3:38]N(C=O)C. The catalyst is C(OCC)(=O)C. The product is [F:29][C:30]1[CH:37]=[CH:36][CH:35]=[CH:34][C:31]=1/[CH:32]=[CH:9]/[C:7]([O:6][CH:4]([CH3:5])[CH3:38])=[O:8]. The yield is 0.600.